Predict the reactants needed to synthesize the given product. From a dataset of Full USPTO retrosynthesis dataset with 1.9M reactions from patents (1976-2016). (1) Given the product [NH2:15][C:13]1[N:12]=[CH:11][C:10]2[N:5]([CH2:4][CH:1]3[CH2:3][CH2:2]3)[C:6](=[O:28])[N:7]([CH2:24][CH:25]3[CH2:27][CH2:26]3)[C:8](=[O:23])[C:9]=2[CH:14]=1, predict the reactants needed to synthesize it. The reactants are: [CH:1]1([CH2:4][N:5]2[C:10]3[CH:11]=[N:12][C:13]([NH:15]C(=O)OC(C)(C)C)=[CH:14][C:9]=3[C:8](=[O:23])[N:7]([CH2:24][CH:25]3[CH2:27][CH2:26]3)[C:6]2=[O:28])[CH2:3][CH2:2]1.FC(F)(F)C(O)=O. (2) Given the product [Cl:6][C:7]1[CH:12]=[C:11]([Cl:13])[CH:10]=[CH:9][C:8]=1[C:14]1[NH:18][N:17]=[C:16]([C:19]([Cl:25])=[O:20])[C:15]=1[CH3:22], predict the reactants needed to synthesize it. The reactants are: CN(C)C=O.[Cl:6][C:7]1[CH:12]=[C:11]([Cl:13])[CH:10]=[CH:9][C:8]=1[C:14]1[NH:18][N:17]=[C:16]([C:19](O)=[O:20])[C:15]=1[CH3:22].S(Cl)([Cl:25])=O. (3) The reactants are: C[Si]([N-][Si](C)(C)C)(C)C.[Li+].O1CCCC1.[CH3:16][CH:17]1[C:22](=[O:23])[CH2:21][CH2:20][N:19]([C:24]([O:26][C:27]([CH3:30])([CH3:29])[CH3:28])=[O:25])[CH2:18]1.C1(N(C(F)(F)F)[S:38]([C:41]([F:44])([F:43])[F:42])(=[O:40])=[O:39])C=CC=CC=1. Given the product [CH3:16][CH:17]1[C:22]([O:23][S:38]([C:41]([F:44])([F:43])[F:42])(=[O:40])=[O:39])=[CH:21][CH2:20][N:19]([C:24]([O:26][C:27]([CH3:29])([CH3:28])[CH3:30])=[O:25])[CH2:18]1, predict the reactants needed to synthesize it.